This data is from Reaction yield outcomes from USPTO patents with 853,638 reactions. The task is: Predict the reaction yield, written as a fraction of the theoretical maximum amount of product (1.0 means a 100% yield; for example, 0.34 means a 34% yield). The reactants are FC1C=C(C2[O:13][N:12]=C(C(N3C[C@H](CC(C)C)NC(=O)[C@@H]3CC(C)C)=O)C=2)C=CC=1F.[CH2:31]([C@@H:35]1[NH:40][CH2:39][C@H:38]([CH2:41][S:42][CH3:43])[NH:37][C:36]1=[O:44])[CH:32]([CH3:34])[CH3:33].[F:45][C:46]1[CH:51]=[CH:50][C:49]([C:52]2ON=[C:54]([C:57]([OH:59])=O)[N:53]=2)=[CH:48][CH:47]=1. No catalyst specified. The product is [F:45][C:46]1[CH:47]=[CH:48][C:49]([C:52]2[N:53]=[C:54]([C:57]([N:40]3[CH2:39][C@H:38]([CH2:41][S:42][CH3:43])[NH:37][C:36](=[O:44])[C@@H:35]3[CH2:31][CH:32]([CH3:34])[CH3:33])=[O:59])[O:13][N:12]=2)=[CH:50][CH:51]=1. The yield is 0.146.